The task is: Regression. Given two drug SMILES strings and cell line genomic features, predict the synergy score measuring deviation from expected non-interaction effect.. This data is from NCI-60 drug combinations with 297,098 pairs across 59 cell lines. (1) Drug 1: CC12CCC(CC1=CCC3C2CCC4(C3CC=C4C5=CN=CC=C5)C)O. Drug 2: CC1CCCC2(C(O2)CC(NC(=O)CC(C(C(=O)C(C1O)C)(C)C)O)C(=CC3=CSC(=N3)C)C)C. Synergy scores: CSS=11.3, Synergy_ZIP=-0.294, Synergy_Bliss=3.88, Synergy_Loewe=3.53, Synergy_HSA=4.41. Cell line: UACC62. (2) Drug 1: CCC1=CC2CC(C3=C(CN(C2)C1)C4=CC=CC=C4N3)(C5=C(C=C6C(=C5)C78CCN9C7C(C=CC9)(C(C(C8N6C)(C(=O)OC)O)OC(=O)C)CC)OC)C(=O)OC.C(C(C(=O)O)O)(C(=O)O)O. Drug 2: CCC1=C2CN3C(=CC4=C(C3=O)COC(=O)C4(CC)O)C2=NC5=C1C=C(C=C5)O. Cell line: SK-MEL-2. Synergy scores: CSS=49.7, Synergy_ZIP=-6.76, Synergy_Bliss=-8.61, Synergy_Loewe=-5.66, Synergy_HSA=-5.64. (3) Drug 1: C1=CC=C(C=C1)NC(=O)CCCCCCC(=O)NO. Drug 2: C(=O)(N)NO. Cell line: UO-31. Synergy scores: CSS=13.5, Synergy_ZIP=-3.79, Synergy_Bliss=1.92, Synergy_Loewe=-24.7, Synergy_HSA=2.56. (4) Drug 1: CC12CCC3C(C1CCC2O)C(CC4=C3C=CC(=C4)O)CCCCCCCCCS(=O)CCCC(C(F)(F)F)(F)F. Drug 2: C1CN(P(=O)(OC1)NCCCl)CCCl. Cell line: HL-60(TB). Synergy scores: CSS=-7.35, Synergy_ZIP=3.93, Synergy_Bliss=3.13, Synergy_Loewe=-5.50, Synergy_HSA=-4.96.